Dataset: Full USPTO retrosynthesis dataset with 1.9M reactions from patents (1976-2016). Task: Predict the reactants needed to synthesize the given product. Given the product [CH2:1]([C@H:8]1[CH2:12][O:11][C:10](=[O:13])[N:9]1[C:14](=[O:19])[C@@H:15]([CH2:45][C:41]1[C:40]([Cl:47])=[CH:39][C:38]([O:37][CH2:30][C:31]2[CH:32]=[CH:33][CH:34]=[CH:35][CH:36]=2)=[CH:43][C:42]=1[Cl:44])[CH2:16][CH:17]=[CH2:18])[C:2]1[CH:3]=[CH:4][CH:5]=[CH:6][CH:7]=1, predict the reactants needed to synthesize it. The reactants are: [CH2:1]([CH:8]1[CH2:12][O:11][C:10](=[O:13])[N:9]1[C:14](=[O:19])[CH2:15][CH2:16][CH:17]=[CH2:18])[C:2]1[CH:7]=[CH:6][CH:5]=[CH:4][CH:3]=1.[Li]N([Si](C)(C)C)[Si](C)(C)C.[CH2:30]([O:37][C:38]1[CH:39]=[C:40]([Cl:47])[C:41]([CH2:45]Br)=[C:42]([Cl:44])[CH:43]=1)[C:31]1[CH:36]=[CH:35][CH:34]=[CH:33][CH:32]=1.